Dataset: Forward reaction prediction with 1.9M reactions from USPTO patents (1976-2016). Task: Predict the product of the given reaction. (1) Given the reactants [C:1]1([C:7]2[CH:12]=[CH:11][CH:10]=[CH:9][CH:8]=2)[CH:6]=[CH:5][CH:4]=[CH:3][CH:2]=1.[Cl-].[Cl-].[Cl-].[Al+3].ClCC(Cl)(Cl)Cl.[CH3:23][O:24][C:25]1[CH:30]=[CH:29][C:28]([CH2:31][C:32](Cl)=[O:33])=[CH:27][CH:26]=1.Cl, predict the reaction product. The product is: [C:1]1([C:7]2[CH:8]=[CH:9][CH:10]=[CH:11][CH:12]=2)[CH:6]=[CH:5][C:4]([C:32](=[O:33])[CH2:31][C:28]2[CH:29]=[CH:30][C:25]([O:24][CH3:23])=[CH:26][CH:27]=2)=[CH:3][CH:2]=1. (2) Given the reactants [CH3:1][C:2]1([CH3:28])[CH2:11][CH2:10][C:9]([CH3:13])([CH3:12])[C:8]2[CH:7]=[C:6]([C:14]([O:16][CH2:17][CH2:18][C:19]3[CH:24]=[CH:23][C:22]([N+:25]([O-])=O)=[CH:21][CH:20]=3)=[O:15])[CH:5]=[CH:4][C:3]1=2, predict the reaction product. The product is: [CH3:1][C:2]1([CH3:28])[CH2:11][CH2:10][C:9]([CH3:12])([CH3:13])[C:8]2[CH:7]=[C:6]([C:14]([O:16][CH2:17][CH2:18][C:19]3[CH:20]=[CH:21][C:22]([NH2:25])=[CH:23][CH:24]=3)=[O:15])[CH:5]=[CH:4][C:3]1=2.